Task: Predict the reaction yield, written as a fraction of the theoretical maximum amount of product (1.0 means a 100% yield; for example, 0.34 means a 34% yield).. Dataset: Reaction yield outcomes from USPTO patents with 853,638 reactions (1) The reactants are [CH:1]([O:4][C:5]1([C:8]2[CH:13]=[CH:12][C:11]([C:14]#[C:15][C:16]3[CH:21]=[CH:20][C:19]([CH2:22][C:23]([O:25]C)=[O:24])=[CH:18][CH:17]=3)=[CH:10][CH:9]=2)[CH2:7][CH2:6]1)([CH3:3])[CH3:2].[OH-].[Na+]. The catalyst is C(O)C.O1CCCC1. The product is [CH:1]([O:4][C:5]1([C:8]2[CH:13]=[CH:12][C:11]([C:14]#[C:15][C:16]3[CH:21]=[CH:20][C:19]([CH2:22][C:23]([OH:25])=[O:24])=[CH:18][CH:17]=3)=[CH:10][CH:9]=2)[CH2:7][CH2:6]1)([CH3:3])[CH3:2]. The yield is 0.560. (2) The reactants are [NH2:1][CH:2]([C:7]1[CH:12]=[CH:11][C:10]([O:13][CH:14]([F:16])[F:15])=[C:9]([O:17][CH2:18][CH:19]2[CH2:21][CH2:20]2)[CH:8]=1)[CH2:3][C:4]([OH:6])=[O:5].C(ON1[C:29](=[O:30])[CH:28]2[C:31](=C=O)[CH:32]=[CH:33][CH:34]=[C:27]2[C:26]1=[O:37])C.C(=O)([O-])[O-].[Na+].[Na+].Cl. The catalyst is O.C(#N)C. The product is [CH:19]1([CH2:18][O:17][C:9]2[CH:8]=[C:7]([CH:2]([N:1]3[C:29](=[O:30])[C:28]4[C:27](=[CH:34][CH:33]=[CH:32][CH:31]=4)[C:26]3=[O:37])[CH2:3][C:4]([OH:6])=[O:5])[CH:12]=[CH:11][C:10]=2[O:13][CH:14]([F:16])[F:15])[CH2:21][CH2:20]1. The yield is 0.910. (3) The reactants are [C:1]([C:5]1[N:9]([CH2:10][CH:11]2[CH2:16][CH2:15][C:14]([F:18])([F:17])[CH2:13][CH2:12]2)[C:8]2[CH:19]=[CH:20][C:21]([S:23](Cl)(=[O:25])=[O:24])=[CH:22][C:7]=2[N:6]=1)([CH3:4])([CH3:3])[CH3:2].[NH:27]1[CH2:30][CH:29]([NH:31][C:32](=[O:38])[O:33][C:34]([CH3:37])([CH3:36])[CH3:35])[CH2:28]1. The catalyst is CN(C1C=CN=CC=1)C.CC#N. The product is [C:34]([O:33][C:32](=[O:38])[NH:31][CH:29]1[CH2:30][N:27]([S:23]([C:21]2[CH:20]=[CH:19][C:8]3[N:9]([CH2:10][CH:11]4[CH2:16][CH2:15][C:14]([F:18])([F:17])[CH2:13][CH2:12]4)[C:5]([C:1]([CH3:4])([CH3:3])[CH3:2])=[N:6][C:7]=3[CH:22]=2)(=[O:25])=[O:24])[CH2:28]1)([CH3:37])([CH3:35])[CH3:36]. The yield is 0.740. (4) The reactants are [F:1][C:2]([F:22])([F:21])[C:3]1[CH:8]=[CH:7][CH:6]=[CH:5][C:4]=1[C:9]1[CH:14]=[CH:13][N:12]2[CH:15]=[N:16][C:17](C(O)=O)=[C:11]2[N:10]=1.C([N:25](CC)CC)C.C1(P(N=[N+]=[N-])(C2C=CC=CC=2)=O)C=CC=CC=1.O. The catalyst is CN(C=O)C. The product is [F:1][C:2]([F:22])([F:21])[C:3]1[CH:8]=[CH:7][CH:6]=[CH:5][C:4]=1[C:9]1[CH:14]=[CH:13][N:12]2[CH:15]=[N:16][C:17]([NH2:25])=[C:11]2[N:10]=1. The yield is 0.180.